Dataset: Reaction yield outcomes from USPTO patents with 853,638 reactions. Task: Predict the reaction yield, written as a fraction of the theoretical maximum amount of product (1.0 means a 100% yield; for example, 0.34 means a 34% yield). (1) The reactants are [Br:1][C:2]1[CH:3]=[C:4]2[C:9](=[CH:10][CH:11]=1)[N:8]=[C:7]([C:12]1[CH:17]=[CH:16][CH:15]=[CH:14][C:13]=1[O:18][CH3:19])[NH:6][C:5]2=O.O=P(Cl)(Cl)[Cl:23].CN(C)C1C=CC=CC=1.C([O-])(O)=O.[Na+]. The catalyst is C1(C)C=CC=CC=1.CCOC(C)=O.O. The product is [Br:1][C:2]1[CH:3]=[C:4]2[C:9](=[CH:10][CH:11]=1)[N:8]=[C:7]([C:12]1[CH:17]=[CH:16][CH:15]=[CH:14][C:13]=1[O:18][CH3:19])[N:6]=[C:5]2[Cl:23]. The yield is 0.440. (2) The reactants are Cl.[CH2:2]1[CH:6]2[CH2:7][NH:8][CH2:9][CH:5]2[CH2:4][N:3]1[C:10]([NH2:12])=[O:11].[CH2:13]1C2CNCC2CN1C(N)=O.C([O-])([O-])=O.[K+].[K+].CS([CH2:34][CH2:35][C:36]1[CH:52]=[CH:51][C:39]([O:40][C:41]2[S:42][C:43]3[CH:49]=[C:48](C)[CH:47]=[CH:46][C:44]=3[N:45]=2)=[CH:38][CH:37]=1)(=O)=O. The catalyst is C(Cl)Cl.CO.C(O)(CC)(C)C. The product is [CH3:13][C:46]1[C:44]2[N:45]=[C:41]([O:40][C:39]3[CH:38]=[CH:37][C:36]([CH2:35][CH2:34][N:8]4[CH2:7][CH:6]5[CH2:2][N:3]([C:10]([NH2:12])=[O:11])[CH2:4][CH:5]5[CH2:9]4)=[CH:52][CH:51]=3)[S:42][C:43]=2[CH:49]=[CH:48][CH:47]=1. The yield is 0.0500. (3) The product is [C:1]([C:3]1[C:4]([C:17]2[CH:22]=[CH:21][C:20]([Cl:23])=[C:19]([Cl:24])[CH:18]=2)=[C:5]([C:14]([NH:62][C:61]2[N:57]([CH3:56])[N:58]=[C:59]([CH3:63])[CH:60]=2)=[O:16])[S:6][C:7]=1[N:8]1[CH2:13][CH2:12][O:11][CH2:10][CH2:9]1)#[N:2]. The reactants are [C:1]([C:3]1[C:4]([C:17]2[CH:22]=[CH:21][C:20]([Cl:23])=[C:19]([Cl:24])[CH:18]=2)=[C:5]([C:14]([OH:16])=O)[S:6][C:7]=1[N:8]1[CH2:13][CH2:12][O:11][CH2:10][CH2:9]1)#[N:2].CN(C(ON1N=NC2C=CC=CC1=2)=[N+](C)C)C.F[P-](F)(F)(F)(F)F.CN1CCOCC1.[CH3:56][N:57]1[C:61]([NH2:62])=[CH:60][C:59]([CH3:63])=[N:58]1. The yield is 0.100. The catalyst is CN(C=O)C. (4) The reactants are [CH3:1][C:2]1[C:10]([CH3:11])=[CH:9][C:5]2[NH:6][N:7]=[N:8][C:4]=2[CH:3]=1.[Cl:12][CH2:13][CH2:14][CH2:15][CH2:16]Br. The catalyst is [OH-].[Na+].[Br-].C([N+](CCCC)(CCCC)CCCC)CCC. The product is [Cl:12][CH2:13][CH2:14][CH2:15][CH2:16][N:8]1[C:4]2[CH:3]=[C:2]([CH3:1])[C:10]([CH3:11])=[CH:9][C:5]=2[N:6]=[N:7]1. The yield is 0.732. (5) The reactants are [SH:1][CH2:2][CH2:3][C:4]([OH:6])=[O:5].[F:7][C:8]([F:12])([F:11])[CH:9]=[CH2:10]. The catalyst is N(C(C)(C)C#N)=NC(C)(C)C#N.C(C1C=CC=CC=1)(=O)CCCCCCC.C1(C)C=CC=CC=1. The product is [F:7][C:8]([F:12])([F:11])[CH2:9][CH2:10][S:1][CH2:2][CH2:3][C:4]([OH:6])=[O:5]. The yield is 0.830. (6) The reactants are Cl[C:2]1[N:7]=[N:6][C:5]([C:8]([C:10]2[CH:11]=[N:12][CH:13]=[CH:14][CH:15]=2)=[O:9])=[C:4]([CH3:16])[C:3]=1[CH3:17].[CH3:18][C@H:19]1[NH:24][CH2:23][CH2:22][NH:21][CH2:20]1.C(N(CC)CC)C. The catalyst is CN1C(=O)CCC1. The product is [CH3:16][C:4]1[C:3]([CH3:17])=[C:2]([N:21]2[CH2:22][CH2:23][NH:24][C@H:19]([CH3:18])[CH2:20]2)[N:7]=[N:6][C:5]=1[C:8]([C:10]1[CH:11]=[N:12][CH:13]=[CH:14][CH:15]=1)=[O:9]. The yield is 0.900. (7) The reactants are [CH2:1]([C:4]1([CH:20]([CH3:22])[CH3:21])[O:9][C:8](=[O:10])[N:7]([C@H:11]([C:13]2[CH:18]=[CH:17][C:16]([Br:19])=[CH:15][CH:14]=2)[CH3:12])[CH2:6][CH2:5]1)[CH:2]=[CH2:3].B.C1C[O:27]CC1. The catalyst is C1COCC1. The product is [Br:19][C:16]1[CH:15]=[CH:14][C:13]([C@@H:11]([N:7]2[CH2:6][CH2:5][C:4]([CH2:1][CH2:2][CH2:3][OH:27])([CH:20]([CH3:22])[CH3:21])[O:9][C:8]2=[O:10])[CH3:12])=[CH:18][CH:17]=1. The yield is 0.220.